Dataset: Forward reaction prediction with 1.9M reactions from USPTO patents (1976-2016). Task: Predict the product of the given reaction. (1) Given the reactants [CH:1]1([CH2:4][NH:5][C:6]2[CH:13]=[CH:12][C:9]([C:10]#[N:11])=[C:8]([C:14]([F:17])([F:16])[F:15])[CH:7]=2)[CH2:3][CH2:2]1.Br[CH:19]([CH3:27])[C:20]([O:22][C:23]([CH3:26])([CH3:25])[CH3:24])=[O:21], predict the reaction product. The product is: [C:10]([C:9]1[CH:12]=[CH:13][C:6]([N:5]([CH2:4][CH:1]2[CH2:3][CH2:2]2)[C@H:19]([C:20]([O:22][C:23]([CH3:26])([CH3:25])[CH3:24])=[O:21])[CH3:27])=[CH:7][C:8]=1[C:14]([F:15])([F:16])[F:17])#[N:11]. (2) Given the reactants C1(C2C(OCC3(C(F)(F)F)CCCCC3)=CC(F)=C(C=2)C(O)=O)CC1.[CH:26]1([C:29]2[C:30]([O:39][CH2:40][CH:41]3[CH2:46][CH2:45][C:44]([F:48])([F:47])[CH2:43][CH2:42]3)=[CH:31][C:32]([F:38])=[C:33]([CH:37]=2)[C:34]([OH:36])=O)[CH2:28][CH2:27]1.CS(N)(=O)=O.[CH3:54][O:55][CH2:56][CH2:57][S:58]([NH2:61])(=[O:60])=[O:59], predict the reaction product. The product is: [CH:26]1([C:29]2[C:30]([O:39][CH2:40][CH:41]3[CH2:42][CH2:43][C:44]([F:47])([F:48])[CH2:45][CH2:46]3)=[CH:31][C:32]([F:38])=[C:33]([CH:37]=2)[C:34]([NH:61][S:58]([CH2:57][CH2:56][O:55][CH3:54])(=[O:60])=[O:59])=[O:36])[CH2:27][CH2:28]1. (3) Given the reactants [NH2:1][C@H:2]([C:4]([O:6][CH3:7])=[O:5])[CH3:3].Cl.[CH3:9][C:10]1[CH:15]=[CH:14][C:13]([CH3:16])=[CH:12][C:11]=1[S:17]([OH:20])(=[O:19])=[O:18], predict the reaction product. The product is: [CH3:9][C:10]1[CH:15]=[CH:14][C:13]([CH3:16])=[CH:12][C:11]=1[S:17]([OH:20])(=[O:19])=[O:18].[CH3:7][O:6][C:4](=[O:5])[C@H:2]([CH3:3])[NH2:1]. (4) Given the reactants Cl[C:2]1[N:7]=[N:6][CH:5]=[C:4]2[O:8][CH2:9][CH2:10][CH2:11][C:3]=12.C(N(CC)C(C)C)(C)C.[CH3:21][O:22][C:23]1[CH:30]=[C:29]([O:31][CH3:32])[CH:28]=[CH:27][C:24]=1[CH2:25][NH2:26], predict the reaction product. The product is: [CH3:21][O:22][C:23]1[CH:30]=[C:29]([O:31][CH3:32])[CH:28]=[CH:27][C:24]=1[CH2:25][NH:26][C:2]1[N:7]=[N:6][CH:5]=[C:4]2[O:8][CH2:9][CH2:10][CH2:11][C:3]=12. (5) Given the reactants [N:1]1[CH:6]=[CH:5][CH:4]=[CH:3][CH:2]=1.CS(Cl)(=O)=[O:9].[N:12]1[CH:17]=[CH:16][CH:15]=[CH:14][C:13]=1[N:18]1[CH2:23][CH2:22][NH:21][CH2:20][CH2:19]1.C(N(CC)[CH:28]([CH3:30])[CH3:29])(C)C.[C:33](OCC)(=O)[CH3:34], predict the reaction product. The product is: [CH3:2][C:3]1[CH:4]=[C:5]([CH:30]=[CH:28][CH:29]=1)[C:6]([NH:1][CH2:33][CH2:34][N:21]1[CH2:20][CH2:19][N:18]([C:13]2[CH:14]=[CH:15][CH:16]=[CH:17][N:12]=2)[CH2:23][CH2:22]1)=[O:9]. (6) Given the reactants [CH:1]1([NH:6][C:7]2[N:12]3[N:13]=[C:14]([C:23]4[CH:28]=[CH:27][C:26]([F:29])=[CH:25][CH:24]=4)[C:15]([C:16](=O)/[CH:17]=[CH:18]/N(C)C)=[C:11]3[CH:10]=[CH:9][CH:8]=2)[CH2:5][CH2:4][CH2:3][CH2:2]1.[N+]([O-])([O-])=O.[C:34]1([NH:40][C:41]([NH2:43])=[NH2+:42])[CH:39]=[CH:38][CH:37]=[CH:36][CH:35]=1.C(=O)([O-])[O-].[K+].[K+].CCOCC, predict the reaction product. The product is: [NH:40]([C:41]1[N:43]=[C:16]([C:15]2[C:14]([C:23]3[CH:24]=[CH:25][C:26]([F:29])=[CH:27][CH:28]=3)=[N:13][N:12]3[C:7]([NH:6][CH:1]4[CH2:2][CH2:3][CH2:4][CH2:5]4)=[CH:8][CH:9]=[CH:10][C:11]=23)[CH:17]=[CH:18][N:42]=1)[C:34]1[CH:39]=[CH:38][CH:37]=[CH:36][CH:35]=1.